From a dataset of Reaction yield outcomes from USPTO patents with 853,638 reactions. Predict the reaction yield, written as a fraction of the theoretical maximum amount of product (1.0 means a 100% yield; for example, 0.34 means a 34% yield). The reactants are [C:1]([Si:5]([CH3:12])([CH3:11])[O:6][CH2:7][C@@H:8]1[CH2:10][O:9]1)([CH3:4])([CH3:3])[CH3:2].[NH2:13][C:14]1[CH:15]=[CH:16][C:17]2[O:22][CH2:21][C:20](=[O:23])[NH:19][C:18]=2[CH:24]=1. The catalyst is CC#N. The product is [C:1]([Si:5]([CH3:12])([CH3:11])[O:6][CH2:7][C@@H:8]([OH:9])[CH2:10][NH:13][C:14]1[CH:15]=[CH:16][C:17]2[O:22][CH2:21][C:20](=[O:23])[NH:19][C:18]=2[CH:24]=1)([CH3:4])([CH3:3])[CH3:2]. The yield is 0.660.